Dataset: Forward reaction prediction with 1.9M reactions from USPTO patents (1976-2016). Task: Predict the product of the given reaction. Given the reactants [N:1]([C@@H:4]([C@@H:8]([C:16]1[CH:21]=[CH:20][C:19]([Cl:22])=[CH:18][CH:17]=1)[C:9]1[CH:10]=[N:11][CH:12]=[C:13]([F:15])[CH:14]=1)[C:5]([OH:7])=O)=[N+]=[N-].[NH2:23][C:24]1[CH:54]=[CH:53][CH:52]=[C:51]([F:55])[C:25]=1[CH2:26][CH2:27][C@H:28]1[O:33][CH2:32][C@@H:31]([CH2:34][O:35][C:36](=[O:43])[NH:37][CH2:38][C:39]([F:42])([F:41])[F:40])[N:30](C(OC(C)(C)C)=O)[CH2:29]1, predict the reaction product. The product is: [Cl:22][C:19]1[CH:20]=[CH:21][C:16]([C@@H:8]([C:9]2[CH:10]=[N:11][CH:12]=[C:13]([F:15])[CH:14]=2)[C@@H:4]([C:5]([NH:23][C:24]2[CH:54]=[CH:53][CH:52]=[C:51]([F:55])[C:25]=2[CH2:26][CH2:27][C@H:28]2[O:33][CH2:32][C@@H:31]([CH2:34][O:35][C:36](=[O:43])[NH:37][CH2:38][C:39]([F:40])([F:42])[F:41])[NH:30][CH2:29]2)=[O:7])[NH:1][C:36]([O:35][CH3:34])=[O:43])=[CH:17][CH:18]=1.